Dataset: Catalyst prediction with 721,799 reactions and 888 catalyst types from USPTO. Task: Predict which catalyst facilitates the given reaction. (1) Reactant: [OH:1][C:2]1[CH:7]=[CH:6][C:5]([CH2:8][C:9]([O:11][CH3:12])=[O:10])=[CH:4][CH:3]=1.[Cl:13][C:14]1[CH:15]=[N:16][C:17]([N:20]2[CH2:25][CH2:24][CH:23]([C@H:26]3[CH2:28][C@H:27]3[CH2:29][CH2:30]O)[CH2:22][CH2:21]2)=[N:18][CH:19]=1.C1(P(C2C=CC=CC=2)C2C=CC=CC=2)C=CC=CC=1. Product: [Cl:13][C:14]1[CH:15]=[N:16][C:17]([N:20]2[CH2:25][CH2:24][CH:23]([C@H:26]3[CH2:28][C@H:27]3[CH2:29][CH2:30][O:1][C:2]3[CH:3]=[CH:4][C:5]([CH2:8][C:9]([O:11][CH3:12])=[O:10])=[CH:6][CH:7]=3)[CH2:22][CH2:21]2)=[N:18][CH:19]=1. The catalyst class is: 4. (2) Reactant: [NH2:1][C:2]1[C:7]2[C:8]([CH2:11][O:12][C:13]3[CH:18]=[CH:17][C:16]([Br:19])=[CH:15][CH:14]=3)=[CH:9][S:10][C:6]=2[C:5]([C:20]([OH:22])=O)=[CH:4][N:3]=1.C([N:25](CC)CC)C.N. Product: [NH2:1][C:2]1[C:7]2[C:8]([CH2:11][O:12][C:13]3[CH:18]=[CH:17][C:16]([Br:19])=[CH:15][CH:14]=3)=[CH:9][S:10][C:6]=2[C:5]([C:20]([NH2:25])=[O:22])=[CH:4][N:3]=1. The catalyst class is: 309. (3) Reactant: C[O:2][C:3](=O)[C:4]([N:7]1[CH:11]=[C:10]([NH:12][C:13](=[O:26])[CH:14]([NH:18][C:19]([O:21][C:22]([CH3:25])([CH3:24])[CH3:23])=[O:20])[CH2:15][CH2:16][CH3:17])[N:9]=[CH:8]1)([CH3:6])[CH3:5].[H-].[Al+3].[Li+].[H-].[H-].[H-]. Product: [C:22]([O:21][C:19](=[O:20])[NH:18][CH:14]([C:13](=[O:26])[NH:12][C:10]1[N:9]=[CH:8][N:7]([C:4]([CH3:6])([CH3:5])[CH2:3][OH:2])[CH:11]=1)[CH2:15][CH2:16][CH3:17])([CH3:23])([CH3:24])[CH3:25]. The catalyst class is: 27. (4) Reactant: C([O-])([O-])=O.[Cs+].[Cs+].[CH3:7][C:8]1[N:12]([CH2:13][C:14]2[CH:15]=[C:16]([OH:20])[CH:17]=[CH:18][CH:19]=2)[N:11]=[C:10]([C:21]2[O:25][N:24]=[C:23]([C:26]3[CH:31]=[CH:30][C:29]([O:32][C:33]([F:36])([F:35])[F:34])=[CH:28][CH:27]=3)[N:22]=2)[N:9]=1.Br[CH:38]1[CH2:43][CH2:42][O:41][CH2:40][CH2:39]1. Product: [CH3:7][C:8]1[N:12]([CH2:13][C:14]2[CH:19]=[CH:18][CH:17]=[C:16]([O:20][CH:38]3[CH2:43][CH2:42][O:41][CH2:40][CH2:39]3)[CH:15]=2)[N:11]=[C:10]([C:21]2[O:25][N:24]=[C:23]([C:26]3[CH:31]=[CH:30][C:29]([O:32][C:33]([F:36])([F:34])[F:35])=[CH:28][CH:27]=3)[N:22]=2)[N:9]=1. The catalyst class is: 18. (5) Reactant: [CH3:1][N:2]([CH2:4][CH:5]([C:13]1([OH:19])[CH2:18][CH2:17][CH2:16][CH2:15][CH2:14]1)[C:6]1[CH:7]=[CH:8][C:9]([OH:12])=[CH:10][CH:11]=1)[CH3:3].[CH:20]([OH:22])=[O:21]. Product: [CH3:1][N:2]([CH2:4][CH:5]([C:13]1([OH:19])[CH2:18][CH2:17][CH2:16][CH2:15][CH2:14]1)[C:6]1[CH:7]=[CH:8][C:9]([OH:12])=[CH:10][CH:11]=1)[CH3:3].[CH:20]([O-:22])=[O:21]. The catalyst class is: 41. (6) Reactant: [Cl:1][C:2]1[CH:10]=[C:9]2[C:5]([C:6]([C:12]3[N:13]=[C:14]4[C:20]([C:21]([NH:23][C:24]([CH3:35])([CH3:34])[CH2:25][NH:26]C(=O)OC(C)(C)C)=[O:22])=[CH:19][NH:18][C:15]4=[N:16][CH:17]=3)=[N:7][N:8]2[CH3:11])=[CH:4][CH:3]=1.Cl. Product: [NH2:26][CH2:25][C:24]([NH:23][C:21]([C:20]1[C:14]2[C:15](=[N:16][CH:17]=[C:12]([C:6]3[C:5]4[C:9](=[CH:10][C:2]([Cl:1])=[CH:3][CH:4]=4)[N:8]([CH3:11])[N:7]=3)[N:13]=2)[NH:18][CH:19]=1)=[O:22])([CH3:35])[CH3:34]. The catalyst class is: 12. (7) Reactant: C([O:5][C:6](=[O:39])[CH2:7][CH2:8][CH2:9][N:10]([CH2:31][C:32]1[CH:37]=[CH:36][C:35]([Cl:38])=[CH:34][CH:33]=1)[CH2:11][CH2:12][N:13]1[C:22]2[C:17]([C:18](=[O:24])[NH:19][C:20](=[O:23])[N:21]=2)=[N:16][C:15]2[CH:25]=[C:26]([CH3:30])[C:27]([CH3:29])=[CH:28][C:14]1=2)(C)(C)C. Product: [Cl:38][C:35]1[CH:34]=[CH:33][C:32]([CH2:31][N:10]([CH2:11][CH2:12][N:13]2[C:22]3[C:17]([C:18](=[O:24])[NH:19][C:20](=[O:23])[N:21]=3)=[N:16][C:15]3[CH:25]=[C:26]([CH3:30])[C:27]([CH3:29])=[CH:28][C:14]2=3)[CH2:9][CH2:8][CH2:7][C:6]([OH:39])=[O:5])=[CH:37][CH:36]=1. The catalyst class is: 157.